Dataset: Full USPTO retrosynthesis dataset with 1.9M reactions from patents (1976-2016). Task: Predict the reactants needed to synthesize the given product. (1) Given the product [NH2:14][C:9]1[CH:10]=[CH:11][CH:12]=[C:13]2[C:8]=1[C:7](=[O:17])[C:6]1([NH:18][C:19]([CH:21]3[CH2:23][CH2:22]3)=[O:20])[C:5]3[CH:24]=[CH:25][C:26]([CH:28]([CH3:30])[CH3:29])=[CH:27][C:4]=3[O:3][C:2]12[OH:1], predict the reactants needed to synthesize it. The reactants are: [OH:1][C:2]12[C:13]3[C:8](=[C:9]([N+:14]([O-])=O)[CH:10]=[CH:11][CH:12]=3)[C:7](=[O:17])[C:6]1([NH:18][C:19]([CH:21]1[CH2:23][CH2:22]1)=[O:20])[C:5]1[CH:24]=[CH:25][C:26]([CH:28]([CH3:30])[CH3:29])=[CH:27][C:4]=1[O:3]2. (2) Given the product [NH:19]1[C:18]2[CH:22]=[CH:23][C:15]([N:14]3[CH:26]([C:28]4[CH:29]=[C:30]([CH3:35])[CH:31]=[CH:32][CH:33]=4)[CH2:25][NH:24][C:2]3=[O:3])=[CH:16][C:17]=2[N:21]=[CH:20]1, predict the reactants needed to synthesize it. The reactants are: Cl[C:2](OC1C=CC([N+]([O-])=O)=CC=1)=[O:3].[NH2:14][C:15]1[CH:23]=[CH:22][C:18]2[N:19]=[CH:20][NH:21][C:17]=2[CH:16]=1.[NH2:24][CH2:25][C:26]([C:28]1[CH:33]=[CH:32][C:31](Cl)=[C:30]([CH3:35])[CH:29]=1)=O. (3) Given the product [CH3:19][S:16]([C:13]1[CH:14]=[CH:15][C:10]([C:6]2[C:5]3[N:4]([N:3]=[C:2]([NH:34][C:30]4[N:29]=[C:28]([N:25]5[CH2:26][CH2:27][N:22]([CH3:21])[CH2:23][CH2:24]5)[CH:33]=[N:32][CH:31]=4)[N:20]=3)[CH:9]=[CH:8][CH:7]=2)=[CH:11][CH:12]=1)(=[O:18])=[O:17], predict the reactants needed to synthesize it. The reactants are: Cl[C:2]1[N:20]=[C:5]2[C:6]([C:10]3[CH:15]=[CH:14][C:13]([S:16]([CH3:19])(=[O:18])=[O:17])=[CH:12][CH:11]=3)=[CH:7][CH:8]=[CH:9][N:4]2[N:3]=1.[CH3:21][N:22]1[CH2:27][CH2:26][N:25]([C:28]2[CH:33]=[N:32][CH:31]=[C:30]([NH2:34])[N:29]=2)[CH2:24][CH2:23]1. (4) Given the product [Br:24][C:22]1[CH:21]=[C:18]([CH:17]=[C:16]([CH:1]=[CH:2][C:3]2[CH:8]=[CH:7][CH:6]=[CH:5][CH:4]=2)[CH:23]=1)[CH:19]=[O:20], predict the reactants needed to synthesize it. The reactants are: [CH2:1]=[CH:2][C:3]1[CH:8]=[CH:7][CH:6]=[CH:5][CH:4]=1.C(=O)([O-])[O-].[K+].[K+].Br[C:16]1[CH:17]=[C:18]([CH:21]=[C:22]([Br:24])[CH:23]=1)[CH:19]=[O:20]. (5) Given the product [Cl:1][C:2]1[CH:9]=[CH:8][CH:7]=[C:6]([S:21][C:18]2[CH:19]=[CH:20][C:15]([O:14][CH3:13])=[CH:16][CH:17]=2)[C:3]=1[CH:4]=[O:5], predict the reactants needed to synthesize it. The reactants are: [Cl:1][C:2]1[CH:9]=[CH:8][CH:7]=[C:6]([N+]([O-])=O)[C:3]=1[CH:4]=[O:5].[CH3:13][O:14][C:15]1[CH:20]=[CH:19][C:18]([SH:21])=[CH:17][CH:16]=1.C(=O)([O-])[O-].[K+].[K+]. (6) Given the product [C:1]([OH:14])(=[O:13])[C:2]1[CH:3]=[CH:4][CH:5]=[CH:6][CH:7]=1, predict the reactants needed to synthesize it. The reactants are: [C:1]([OH:14])(=[O:13])[CH2:2][CH2:3][CH2:4][CH2:5][CH2:6][CH2:7]CCCCC.C([O-])(=O)C1C=CC=CC=1.[Na+].OO.P(=O)(O)(O)O.